Dataset: Peptide-MHC class II binding affinity with 134,281 pairs from IEDB. Task: Regression. Given a peptide amino acid sequence and an MHC pseudo amino acid sequence, predict their binding affinity value. This is MHC class II binding data. The binding affinity (normalized) is 0.178. The MHC is HLA-DPA10103-DPB10401 with pseudo-sequence HLA-DPA10103-DPB10401. The peptide sequence is LVGPTPVNIIGRNLLTQIGC.